Dataset: Reaction yield outcomes from USPTO patents with 853,638 reactions. Task: Predict the reaction yield, written as a fraction of the theoretical maximum amount of product (1.0 means a 100% yield; for example, 0.34 means a 34% yield). (1) The reactants are [O:1]1[CH2:6][C:5](=O)[NH:4][C:3]2[N:8]=[CH:9][CH:10]=[CH:11][C:2]1=2.[H-].[H-].[H-].[H-].[Li+].[Al+3]. The catalyst is C1COCC1. The product is [O:1]1[CH2:6][CH2:5][NH:4][C:3]2[N:8]=[CH:9][CH:10]=[CH:11][C:2]1=2. The yield is 0.790. (2) The reactants are [O:1]1[CH:5]=[CH:4][CH:3]=[C:2]1[C:6]1[C:7]2[NH:15][N:14]=[N:13][C:8]=2[N:9]=[C:10]([NH2:12])[N:11]=1.[H-].[Na+].[F:18][C:19]1[CH:26]=[CH:25][CH:24]=[CH:23][C:20]=1[CH2:21]Br. The catalyst is CN(C=O)C. The yield is 0.110. The product is [F:18][C:19]1[CH:26]=[CH:25][CH:24]=[CH:23][C:20]=1[CH2:21][N:12]([CH2:21][C:20]1[CH:23]=[CH:24][CH:25]=[CH:26][C:19]=1[F:18])[C:10]1[N:11]=[C:6]([C:2]2[O:1][CH:5]=[CH:4][CH:3]=2)[C:7]2[N:15]=[N:14][N:13]([CH2:21][C:20]3[CH:23]=[CH:24][CH:25]=[CH:26][C:19]=3[F:18])[C:8]=2[N:9]=1. (3) The reactants are Cl[CH:2]1[C:10]2[C:5](=[C:6]([N+:11]([O-:13])=[O:12])[CH:7]=[CH:8][CH:9]=2)[CH2:4][CH2:3]1.CCN(C(C)C)C(C)C.Cl.[CH3:24][O:25][C:26]([N:28]1[CH2:33][CH2:32][NH:31][CH2:30][CH2:29]1)=[O:27]. The catalyst is C(#N)C.CCOC(C)=O. The product is [N+:11]([C:6]1[CH:7]=[CH:8][CH:9]=[C:10]2[C:5]=1[CH2:4][CH2:3][CH:2]2[N:31]1[CH2:32][CH2:33][N:28]([C:26]([O:25][CH3:24])=[O:27])[CH2:29][CH2:30]1)([O-:13])=[O:12]. The yield is 0.780. (4) The yield is 0.720. The product is [CH2:17]([S:18][C:2]1[CH:9]=[CH:8][CH:7]=[CH:6][C:3]=1[CH:4]=[O:5])[CH3:16]. The reactants are F[C:2]1[CH:9]=[CH:8][CH:7]=[CH:6][C:3]=1[CH:4]=[O:5].C(=O)([O-])[O-].[K+].[K+].[CH3:16][CH2:17][SH:18]. The catalyst is CN(C=O)C. (5) The yield is 0.570. The product is [Cl:15][C:16]1[CH:21]=[C:20]([C:11]2[CH:12]=[CH:13][CH:2]=[C:3]([CH:10]=2)[C:4]([N:6]([O:8][CH3:9])[CH3:7])=[O:5])[CH:19]=[CH:18][CH:17]=1. The catalyst is COCCOC.O.[Cl-].[Na+].O.C1C=CC([P]([Pd]([P](C2C=CC=CC=2)(C2C=CC=CC=2)C2C=CC=CC=2)([P](C2C=CC=CC=2)(C2C=CC=CC=2)C2C=CC=CC=2)[P](C2C=CC=CC=2)(C2C=CC=CC=2)C2C=CC=CC=2)(C2C=CC=CC=2)C2C=CC=CC=2)=CC=1. The reactants are N[C:2]1[CH:13]=[CH:12][C:11](Br)=[CH:10][C:3]=1[C:4]([N:6]([O:8][CH3:9])[CH3:7])=[O:5].[Cl:15][C:16]1[CH:17]=[C:18](B(O)O)[CH:19]=[CH:20][CH:21]=1.C(=O)([O-])[O-].[Na+].[Na+].C(OCC)(=O)C. (6) The reactants are [CH3:1][C:2]1([N:8]2[CH2:13][CH2:12][CH:11]([N:14]3[C@H:18]4[CH2:19][CH2:20][CH2:21][CH2:22][C@@H:17]4[NH:16][C:15]3=[O:23])[CH2:10][CH2:9]2)[CH2:7][CH2:6][NH:5][CH2:4][CH2:3]1.C(N(C(C)C)CC)(C)C.Cl[C:34]([O:36][CH:37]([CH3:39])[CH3:38])=[O:35].C1(C)C=CC=CC=1.C([O-])(O)=O.[Na+]. The catalyst is ClCCl. The product is [O:23]=[C:15]1[N:14]([CH:11]2[CH2:12][CH2:13][N:8]([C:2]3([CH3:1])[CH2:7][CH2:6][N:5]([C:34]([O:36][CH:37]([CH3:39])[CH3:38])=[O:35])[CH2:4][CH2:3]3)[CH2:9][CH2:10]2)[C@H:18]2[CH2:19][CH2:20][CH2:21][CH2:22][C@@H:17]2[NH:16]1. The yield is 0.480. (7) The reactants are [C:1]([O:9][CH2:10][C@H:11]([C@H:15]([OH:25])[CH2:16][O:17][CH2:18][C:19]1[CH:24]=[CH:23][CH:22]=[CH:21][CH:20]=1)[CH2:12][CH:13]=C)(=[O:8])[C:2]1[CH:7]=[CH:6][CH:5]=[CH:4][CH:3]=1.C[N+]1([O-])CC[O:30][CH2:29]C1.OS([O-])=O.[Na+]. The catalyst is C1COCC1.O. The product is [C:2]1([C:1]([O:9][CH2:10][C@@H:11]2[C@@H:15]([CH2:16][O:17][CH2:18][C:19]3[CH:20]=[CH:21][CH:22]=[CH:23][CH:24]=3)[O:25][CH:13]([O:30][CH3:29])[CH2:12]2)=[O:8])[CH:3]=[CH:4][CH:5]=[CH:6][CH:7]=1. The yield is 0.670.